Dataset: Peptide-MHC class I binding affinity with 185,985 pairs from IEDB/IMGT. Task: Regression. Given a peptide amino acid sequence and an MHC pseudo amino acid sequence, predict their binding affinity value. This is MHC class I binding data. (1) The peptide sequence is RQMKSGGRF. The MHC is BoLA-T2b with pseudo-sequence BoLA-T2b. The binding affinity (normalized) is 0.222. (2) The peptide sequence is RRATAILRK. The MHC is HLA-B15:17 with pseudo-sequence HLA-B15:17. The binding affinity (normalized) is 0.0847. (3) The peptide sequence is SSECQGEML. The MHC is HLA-B27:05 with pseudo-sequence HLA-B27:05. The binding affinity (normalized) is 0.0847. (4) The peptide sequence is PTKCGENLY. The MHC is HLA-A30:01 with pseudo-sequence HLA-A30:01. The binding affinity (normalized) is 0.0847. (5) The peptide sequence is GTGLWTHDK. The MHC is HLA-A33:01 with pseudo-sequence HLA-A33:01. The binding affinity (normalized) is 0. (6) The peptide sequence is GMFIIFIPI. The MHC is HLA-A02:11 with pseudo-sequence HLA-A02:11. The binding affinity (normalized) is 0.659. (7) The peptide sequence is LMGHFSWWTA. The MHC is HLA-A02:02 with pseudo-sequence HLA-A02:02. The binding affinity (normalized) is 0.727. (8) The peptide sequence is FMVYVPLPA. The MHC is HLA-B57:01 with pseudo-sequence HLA-B57:01. The binding affinity (normalized) is 0.0847. (9) The peptide sequence is EPIDKELYPL. The MHC is HLA-A30:02 with pseudo-sequence HLA-A30:02. The binding affinity (normalized) is 0.